Dataset: Forward reaction prediction with 1.9M reactions from USPTO patents (1976-2016). Task: Predict the product of the given reaction. (1) Given the reactants Cl[C:2]1[CH:7]=[CH:6][C:5]([N+:8]([O-])=O)=[C:4]([O:11][CH3:12])[CH:3]=1.O.O.[Sn](Cl)[Cl:16].[OH-].[Na+], predict the reaction product. The product is: [Cl:16][C:7]1[CH:6]=[C:5]([NH2:8])[C:4](=[CH:3][CH:2]=1)[O:11][CH3:12]. (2) Given the reactants [CH3:1][C:2]1[O:6][N:5]=[C:4]([C:7]2[CH:12]=[CH:11][CH:10]=[CH:9][N:8]=2)[N:3]=1.C([Li:17])CCC.[C:18](=[O:20])=[O:19].O, predict the reaction product. The product is: [N:8]1[CH:9]=[CH:10][CH:11]=[CH:12][C:7]=1[C:4]1[N:3]=[C:2]([CH2:1][C:18]([O-:20])=[O:19])[O:6][N:5]=1.[Li+:17].